Task: Predict the reaction yield, written as a fraction of the theoretical maximum amount of product (1.0 means a 100% yield; for example, 0.34 means a 34% yield).. Dataset: Reaction yield outcomes from USPTO patents with 853,638 reactions (1) The reactants are [C:1]([NH:8][OH:9])([O:3][C:4]([CH3:7])([CH3:6])[CH3:5])=[O:2].[H-].[Na+].[CH2:12]([O:14][C:15](=[O:30])[CH:16](OS(C)(=O)=O)[CH2:17][CH2:18][C:19]1[CH:24]=[CH:23][CH:22]=[CH:21][CH:20]=1)[CH3:13]. The catalyst is CN(C=O)C. The product is [CH2:12]([O:14][C:15](=[O:30])[CH:16]([O:9][NH:8][C:1]([O:3][C:4]([CH3:7])([CH3:6])[CH3:5])=[O:2])[CH2:17][CH2:18][C:19]1[CH:24]=[CH:23][CH:22]=[CH:21][CH:20]=1)[CH3:13]. The yield is 0.500. (2) The reactants are Br[CH2:2][C:3]([C:5]1[CH:10]=[CH:9][C:8]([O:11][CH3:12])=[CH:7][CH:6]=1)=O.[CH3:13][C:14]1[CH:15]=[CH:16][C:17]([NH2:20])=[N:18][CH:19]=1.C(=O)([O-])[O-].[Na+].[Na+]. The catalyst is CCO. The product is [CH3:12][O:11][C:8]1[CH:9]=[CH:10][C:5]([C:3]2[N:20]=[C:17]3[CH:16]=[CH:15][C:14]([CH3:13])=[CH:19][N:18]3[CH:2]=2)=[CH:6][CH:7]=1. The yield is 0.900. (3) The reactants are [CH:1]1([C:4]2[NH:8][N:7]=[C:6]([NH:9][C:10]3[C:15](N)=[CH:14][N:13]=[C:12]([C:17]4[CH:22]=[CH:21][CH:20]=[CH:19][N:18]=4)[N:11]=3)[CH:5]=2)[CH2:3][CH2:2]1.[ClH:23].N([O-])=O.[Na+].CC1C=CC(COC(NNC(C2C=NC=CN=2)=O)=O)=CC=1.C([O-])([O-])=O.[Na+].[Na+]. The catalyst is Cl[Cu]. The product is [Cl:23][C:15]1[C:10]([NH:9][C:6]2[CH:5]=[C:4]([CH:1]3[CH2:3][CH2:2]3)[NH:8][N:7]=2)=[N:11][C:12]([C:17]2[CH:22]=[CH:21][CH:20]=[CH:19][N:18]=2)=[N:13][CH:14]=1. The yield is 0.500. (4) The yield is 0.510. The reactants are [Br:1][C:2]1[CH:3]=[C:4]2[C:8](=[CH:9][CH:10]=1)[NH:7][CH:6]=[C:5]2[CH2:11]N(C)C.IC.C[Si]([C:21]#[N:22])(C)C.[F-].C([N+](CCCC)(CCCC)CCCC)CCC. The product is [Br:1][C:2]1[CH:3]=[C:4]2[C:8](=[CH:9][CH:10]=1)[NH:7][CH:6]=[C:5]2[CH2:11][C:21]#[N:22]. The catalyst is C1C=CC=CC=1.C1COCC1.O.